Predict which catalyst facilitates the given reaction. From a dataset of Catalyst prediction with 721,799 reactions and 888 catalyst types from USPTO. (1) Reactant: [CH3:1][N:2]([CH3:7])[CH2:3][CH2:4][NH:5][CH3:6].[CH2:8]([O:15][CH2:16][C:17](Cl)=[O:18])[C:9]1[CH:14]=[CH:13][CH:12]=[CH:11][CH:10]=1. Product: [CH2:8]([O:15][CH2:16][C:17]([N:5]([CH2:4][CH2:3][N:2]([CH3:7])[CH3:1])[CH3:6])=[O:18])[C:9]1[CH:14]=[CH:13][CH:12]=[CH:11][CH:10]=1. The catalyst class is: 4. (2) Reactant: [CH3:1][O:2][C:3]1[CH:37]=[CH:36][C:6]([C:7]([NH:9][NH:10][C:11]([C:13]2[CH:21]=[C:20]3[C:16]([CH:17]=[C:18]([C:22]4[C:27]([CH3:28])=[CH:26][C:25]([CH2:29][CH2:30][C:31]([O:33][CH3:34])=[O:32])=[CH:24][C:23]=4[CH3:35])[NH:19]3)=[CH:15][CH:14]=2)=O)=[O:8])=[CH:5][CH:4]=1.CC[N+](S(N=C(OC)[O-])(=O)=O)(CC)CC. Product: [CH3:1][O:2][C:3]1[CH:4]=[CH:5][C:6]([C:7]2[O:8][C:11]([C:13]3[CH:21]=[C:20]4[C:16]([CH:17]=[C:18]([C:22]5[C:27]([CH3:28])=[CH:26][C:25]([CH2:29][CH2:30][C:31]([O:33][CH3:34])=[O:32])=[CH:24][C:23]=5[CH3:35])[NH:19]4)=[CH:15][CH:14]=3)=[N:10][N:9]=2)=[CH:36][CH:37]=1. The catalyst class is: 1. (3) Reactant: [CH2:1]([N:8]1[CH:12]=[CH:11][CH:10]=[C:9]1[CH2:13][OH:14])[C:2]1[CH:7]=[CH:6][CH:5]=[CH:4][CH:3]=1.C[N+]1([O-])CCOCC1. Product: [CH2:1]([N:8]1[CH:12]=[CH:11][CH:10]=[C:9]1[CH:13]=[O:14])[C:2]1[CH:3]=[CH:4][CH:5]=[CH:6][CH:7]=1. The catalyst class is: 678. (4) Reactant: Cl[C:2]1[C:11]2[C:6](=[CH:7][CH:8]=[CH:9][CH:10]=2)[CH:5]=[CH:4][N:3]=1.[CH3:12][C:13]1[C:18]([O:19][C:20]2[N:25]=[CH:24][C:23]([NH2:26])=[CH:22][CH:21]=2)=[CH:17][CH:16]=[CH:15][N:14]=1.C(=O)([O-])[O-].[K+].[K+]. Product: [C:2]1([NH:26][C:23]2[CH:24]=[N:25][C:20]([O:19][C:18]3[C:13]([CH3:12])=[N:14][CH:15]=[CH:16][CH:17]=3)=[CH:21][CH:22]=2)[C:11]2[C:6](=[CH:7][CH:8]=[CH:9][CH:10]=2)[CH:5]=[CH:4][N:3]=1. The catalyst class is: 13.